From a dataset of Full USPTO retrosynthesis dataset with 1.9M reactions from patents (1976-2016). Predict the reactants needed to synthesize the given product. (1) Given the product [C:15]([C:14]1[CH:13]=[CH:12][CH:11]=[C:10]([C:19]2[CH:24]=[CH:23][CH:22]=[C:21]([CH:25]([C:27]3[CH:32]=[CH:31][CH:30]=[CH:29][C:28]=3[O:33][CH3:34])[CH3:26])[CH:20]=2)[C:9]=1[OH:8])([CH3:16])([CH3:17])[CH3:18], predict the reactants needed to synthesize it. The reactants are: C([O:8][C:9]1[C:14]([C:15]([CH3:18])([CH3:17])[CH3:16])=[CH:13][CH:12]=[CH:11][C:10]=1[C:19]1[CH:24]=[CH:23][CH:22]=[C:21]([C:25]([C:27]2[CH:32]=[CH:31][CH:30]=[CH:29][C:28]=2[O:33][CH3:34])=[CH2:26])[CH:20]=1)C1C=CC=CC=1. (2) Given the product [CH3:1][C:2]1[CH:7]=[CH:6][C:5]([N+:8]([O-:10])=[O:9])=[CH:4][C:3]=1[S:11]([NH2:16])(=[O:13])=[O:12], predict the reactants needed to synthesize it. The reactants are: [CH3:1][C:2]1[CH:7]=[CH:6][C:5]([N+:8]([O-:10])=[O:9])=[CH:4][C:3]=1[S:11](Cl)(=[O:13])=[O:12].[OH-].[NH4+:16]. (3) Given the product [Cl:1][C:2]1[CH:7]=[CH:6][C:5]([N:8]2[CH2:13][CH2:12][CH:11]([CH:14]([NH2:30])[CH2:15][N:16]3[C:20]([CH3:21])=[C:19]([Cl:22])[C:18]([C:23]([F:26])([F:25])[F:24])=[N:17]3)[CH2:10][CH2:9]2)=[CH:4][C:3]=1[O:28][CH3:29], predict the reactants needed to synthesize it. The reactants are: [Cl:1][C:2]1[CH:7]=[CH:6][C:5]([N:8]2[CH2:13][CH2:12][CH:11]([C:14](=O)[CH2:15][N:16]3[C:20]([CH3:21])=[C:19]([Cl:22])[C:18]([C:23]([F:26])([F:25])[F:24])=[N:17]3)[CH2:10][CH2:9]2)=[CH:4][C:3]=1[O:28][CH3:29].[NH3:30].[BH4-].[Na+].[OH-].[NH4+]. (4) Given the product [CH3:36][O:35][C:23]1[CH:24]=[CH:25][C:26]2[C:31](=[CH:30][CH:29]=[C:28]([C:32]3[S:34][CH:46]=[C:44]([CH3:43])[N:33]=3)[CH:27]=2)[C:22]=1[CH2:21][N:18]1[C:19](=[O:20])[C@@H:13]([NH:12][C:11](=[O:41])[C@@H:9]([NH:7][CH3:6])[CH3:10])[CH2:14][CH2:15][C:16]2[CH:40]=[CH:39][CH:38]=[CH:37][C:17]1=2, predict the reactants needed to synthesize it. The reactants are: C(O[C:6](=O)[N:7]([C@H:9]([C:11](=[O:41])[NH:12][C@@H:13]1[C:19](=[O:20])[N:18]([CH2:21][C:22]2[C:31]3[C:26](=[CH:27][C:28]([C:32](=[S:34])[NH2:33])=[CH:29][CH:30]=3)[CH:25]=[CH:24][C:23]=2[O:35][CH3:36])[C:17]2[CH:37]=[CH:38][CH:39]=[CH:40][C:16]=2[CH2:15][CH2:14]1)[CH3:10])C)(C)(C)C.[CH3:43][CH2:44]O.[C:46]([O-])([O-])=O.[K+].[K+]. (5) Given the product [CH:1]1([NH:4][C:5]([C:7]2[CH:8]=[C:9]([C:14]3[CH:19]=[CH:18][C:17]([C:20]4[O:21][C:27]([CH2:28][CH3:29])=[N:23][N:22]=4)=[CH:16][CH:15]=3)[C:10]([CH3:13])=[CH:11][CH:12]=2)=[O:6])[CH2:3][CH2:2]1, predict the reactants needed to synthesize it. The reactants are: [CH:1]1([NH:4][C:5]([C:7]2[CH:8]=[C:9]([C:14]3[CH:19]=[CH:18][C:17]([C:20]([NH:22][NH2:23])=[O:21])=[CH:16][CH:15]=3)[C:10]([CH3:13])=[CH:11][CH:12]=2)=[O:6])[CH2:3][CH2:2]1.C(O[C:27](OCC)(OCC)[CH2:28][CH3:29])C. (6) Given the product [CH2:1]([O:3][C:4]([C:6]1[NH:7][C:8]2[C:13]([CH:14]=1)=[CH:12][C:11]([O:15][CH:23]1[CH2:24][CH2:25][N:20]([CH:17]([CH3:19])[CH3:18])[CH2:21][CH2:22]1)=[C:10]([CH3:16])[CH:9]=2)=[O:5])[CH3:2], predict the reactants needed to synthesize it. The reactants are: [CH2:1]([O:3][C:4]([C:6]1[NH:7][C:8]2[C:13]([CH:14]=1)=[CH:12][C:11]([OH:15])=[C:10]([CH3:16])[CH:9]=2)=[O:5])[CH3:2].[CH:17]([N:20]1[CH2:25][CH2:24][CH:23](O)[CH2:22][CH2:21]1)([CH3:19])[CH3:18].C1(P(C2C=CC=CC=2)C2C=CC=CC=2)C=CC=CC=1.N(C(OC(C)(C)C)=O)=NC(OC(C)(C)C)=O. (7) Given the product [Br:1][C:2]1[CH:7]=[CH:6][N:5]=[C:4]([C@@H:8]2[CH2:9][CH2:10][CH2:11][N:42]2[C@H:40]([C:37]2[CH:38]=[CH:39][C:34]([O:33][CH3:32])=[CH:35][CH:36]=2)[CH3:41])[CH:3]=1, predict the reactants needed to synthesize it. The reactants are: [Br:1][C:2]1[CH:7]=[CH:6][N:5]=[C:4]([C:8](=O)[CH2:9][CH2:10][CH:11]=O)[CH:3]=1.C(O)(=O)C.[BH-](OC(C)=O)(OC(C)=O)OC(C)=O.[Na+].[CH3:32][O:33][C:34]1[CH:39]=[CH:38][C:37]([C@H:40]([NH2:42])[CH3:41])=[CH:36][CH:35]=1.